Dataset: Full USPTO retrosynthesis dataset with 1.9M reactions from patents (1976-2016). Task: Predict the reactants needed to synthesize the given product. (1) The reactants are: [Cl:1][C:2]1[CH:3]=[CH:4][C:5]2[O:10][CH:9]([C:11]([F:14])([F:13])[F:12])[C:8]([C:15]([OH:17])=[O:16])=[CH:7][C:6]=2[CH:18]=1.C[C@H](N)C1C=CC=CC=1.CCCCCCC. Given the product [Cl:1][C:2]1[CH:3]=[CH:4][C:5]2[O:10][C@H:9]([C:11]([F:13])([F:12])[F:14])[C:8]([C:15]([OH:17])=[O:16])=[CH:7][C:6]=2[CH:18]=1, predict the reactants needed to synthesize it. (2) The reactants are: [F:1][C:2]1[CH:3]=[C:4]([CH:22]=[CH:23][C:24]=1[F:25])[CH2:5][O:6][C:7]1[CH:20]=[C:11]2[N:12]([CH2:16][C:17]([OH:19])=O)[CH2:13][CH2:14][CH2:15][N:10]2[C:9](=[O:21])[N:8]=1.CCN(C(C)C)C(C)C.CN(C(O[N:43]1N=N[C:45]2[CH:46]=CC=N[C:44]1=2)=[N+](C)C)C.F[P-](F)(F)(F)(F)F.C(N)CC. Given the product [F:1][C:2]1[CH:3]=[C:4]([CH:22]=[CH:23][C:24]=1[F:25])[CH2:5][O:6][C:7]1[CH:20]=[C:11]2[N:12]([CH2:16][C:17]([NH:43][CH2:44][CH2:45][CH3:46])=[O:19])[CH2:13][CH2:14][CH2:15][N:10]2[C:9](=[O:21])[N:8]=1, predict the reactants needed to synthesize it. (3) The reactants are: O[CH2:2][C:3]1[N:4]=[CH:5][N:6]([C:8]2[CH:13]=[CH:12][C:11]([N:14]3[CH:19]=[CH:18][CH:17]=[CH:16][C:15]3=[O:20])=[CH:10][CH:9]=2)[CH:7]=1.O=S(Cl)Cl.[N-:25]=[N+:26]=[N-:27].[Na+].O. Given the product [N:25]([CH2:2][C:3]1[N:4]=[CH:5][N:6]([C:8]2[CH:13]=[CH:12][C:11]([N:14]3[CH:19]=[CH:18][CH:17]=[CH:16][C:15]3=[O:20])=[CH:10][CH:9]=2)[CH:7]=1)=[N+:26]=[N-:27], predict the reactants needed to synthesize it. (4) Given the product [NH2:23][C:14]1[C:13]2[N:12]=[C:11]([CH2:24][CH2:25][O:26][CH3:27])[N:10]([CH2:9][CH2:8][CH2:7][CH2:6][CH2:5][CH2:4][CH2:3][CH2:2][NH:1][S:29]([CH3:28])(=[O:31])=[O:30])[C:22]=2[C:21]2[CH:20]=[CH:19][CH:18]=[CH:17][C:16]=2[N:15]=1, predict the reactants needed to synthesize it. The reactants are: [NH2:1][CH2:2][CH2:3][CH2:4][CH2:5][CH2:6][CH2:7][CH2:8][CH2:9][N:10]1[C:22]2[C:21]3[CH:20]=[CH:19][CH:18]=[CH:17][C:16]=3[N:15]=[C:14]([NH2:23])[C:13]=2[N:12]=[C:11]1[CH2:24][CH2:25][O:26][CH3:27].[CH3:28][S:29](Cl)(=[O:31])=[O:30]. (5) Given the product [Cl:36][C:31]1[CH:30]=[C:29]([CH:27]([CH3:28])[C:26]([NH:25][C:21]2[CH:20]=[CH:19][CH:18]=[C:17]3[C:22]=2[CH:23]=[CH:24][N:15]([C@H:10]([CH2:9][OH:8])[C:11]([NH:13][CH3:14])=[O:12])[C:16]3=[O:38])=[O:37])[CH:34]=[CH:33][C:32]=1[Cl:35], predict the reactants needed to synthesize it. The reactants are: [Si]([O:8][CH2:9][C@@H:10]([N:15]1[CH:24]=[CH:23][C:22]2[C:17](=[CH:18][CH:19]=[CH:20][C:21]=2[NH:25][C:26](=[O:37])[CH:27]([C:29]2[CH:34]=[CH:33][C:32]([Cl:35])=[C:31]([Cl:36])[CH:30]=2)[CH3:28])[C:16]1=[O:38])[C:11]([NH:13][CH3:14])=[O:12])(C(C)(C)C)(C)C.O1CCCC1.[F-].C([N+](CCCC)(CCCC)CCCC)CCC. (6) Given the product [Cl:1][C:2]1[CH:3]=[C:4]2[C:13](=[CH:14][C:15]=1[Cl:16])[C:8](=[O:9])[NH:7][CH2:6][CH2:5]2, predict the reactants needed to synthesize it. The reactants are: [Cl:1][C:2]1[CH:3]=[C:4]([CH:13]=[CH:14][C:15]=1[Cl:16])[CH2:5][CH2:6][NH:7][C:8](=O)[O:9]CC.O=P12OP3(OP(OP(O3)(O1)=O)(=O)O2)=O. (7) The reactants are: [OH:1][C:2]1[CH:28]=[CH:27][C:5]([O:6][C:7]2[CH:8]=[C:9]([CH:24]=[CH:25][CH:26]=2)[CH:10]=[C:11]2[CH2:16][CH2:15][N:14]([C:17]([O:19][C:20]([CH3:23])([CH3:22])[CH3:21])=[O:18])[CH2:13][CH2:12]2)=[CH:4][CH:3]=1.C(=O)([O-])[O-].[K+].[K+].I[CH2:36][C:37]([F:40])([F:39])[F:38]. Given the product [F:38][C:37]([F:40])([F:39])[CH2:36][O:1][C:2]1[CH:3]=[CH:4][C:5]([O:6][C:7]2[CH:8]=[C:9]([CH:24]=[CH:25][CH:26]=2)[CH:10]=[C:11]2[CH2:16][CH2:15][N:14]([C:17]([O:19][C:20]([CH3:21])([CH3:22])[CH3:23])=[O:18])[CH2:13][CH2:12]2)=[CH:27][CH:28]=1, predict the reactants needed to synthesize it.